From a dataset of Catalyst prediction with 721,799 reactions and 888 catalyst types from USPTO. Predict which catalyst facilitates the given reaction. (1) Product: [Cl:1][C:2]1[C:7]([O:8][CH3:9])=[CH:6][C:5]([O:10][CH3:11])=[C:4]([F:12])[C:3]=1[N:13]1[CH2:14][C:15]2[CH:20]=[N:19][C:18]3[NH:21][CH:22]=[CH:23][C:17]=3[C:16]=2[N:24]([CH2:25][CH3:26])[C:35]1=[O:37]. Reactant: [Cl:1][C:2]1[C:7]([O:8][CH3:9])=[CH:6][C:5]([O:10][CH3:11])=[C:4]([F:12])[C:3]=1[NH:13][CH2:14][C:15]1[CH:20]=[N:19][C:18]2[NH:21][CH:22]=[CH:23][C:17]=2[C:16]=1[NH:24][CH2:25][CH3:26].C(N(CC)CC)C.Cl[C:35](Cl)([O:37]C(=O)OC(Cl)(Cl)Cl)Cl.[OH-].[Na+]. The catalyst class is: 30. (2) The catalyst class is: 1. Product: [Cl:1][C:2]1[CH:9]=[C:8]([F:10])[CH:7]=[C:6]([F:11])[C:3]=1[CH2:4][NH2:5]. Reactant: [Cl:1][C:2]1[CH:9]=[C:8]([F:10])[CH:7]=[C:6]([F:11])[C:3]=1[C:4]#[N:5].B.CSC.Cl.[OH-].[Na+]. (3) Reactant: [Cl:1][C:2]1[CH:3]=[CH:4][C:5]([O:13]C)=[C:6]([CH2:8][S:9]([NH2:12])(=[O:11])=[O:10])[CH:7]=1.B(Br)(Br)Br. Product: [Cl:1][C:2]1[CH:3]=[CH:4][C:5]([OH:13])=[C:6]([CH2:8][S:9]([NH2:12])(=[O:11])=[O:10])[CH:7]=1. The catalyst class is: 68. (4) Reactant: [CH:1]([C:4]1[N:5]([C:15]2[CH:20]=[CH:19][C:18]([O:21]C)=[CH:17][CH:16]=2)[C:6]2[C:11]([C:12]=1[C:13]#[N:14])=[CH:10][CH:9]=[CH:8][CH:7]=2)([CH3:3])[CH3:2].B(Br)(Br)Br.CO. Product: [OH:21][C:18]1[CH:19]=[CH:20][C:15]([N:5]2[C:6]3[C:11](=[CH:10][CH:9]=[CH:8][CH:7]=3)[C:12]([C:13]#[N:14])=[C:4]2[CH:1]([CH3:3])[CH3:2])=[CH:16][CH:17]=1. The catalyst class is: 2. (5) The catalyst class is: 770. Product: [CH:13]([C:10]1[CH:11]=[CH:12][C:7]([C:6]([O:5][CH3:4])=[O:18])=[CH:8][C:9]=1[NH2:15])=[O:14]. Reactant: C(O)C.[CH3:4][O:5][C:6](=[O:18])[C:7]1[CH:12]=[CH:11][C:10]([CH:13]=[O:14])=[C:9]([N+:15]([O-])=O)[CH:8]=1. (6) Reactant: [NH2:1][C:2]1[C:3]([C:9]([C:11]2[CH:16]=[CH:15][N:14]=[C:13]3[NH:17][CH:18]=[CH:19][C:12]=23)=[O:10])=[N:4][CH:5]=[C:6]([Cl:8])[CH:7]=1.[Cl:20][C:21]1[CH:26]=[CH:25][C:24]([S:27](Cl)(=[O:29])=[O:28])=[CH:23][C:22]=1[CH:31]([CH3:33])[CH3:32].CO.[OH-].[Na+]. Product: [Cl:20][C:21]1[CH:26]=[CH:25][C:24]([S:27]([NH:1][C:2]2[C:3]([C:9]([C:11]3[C:12]4[CH:19]=[CH:18][NH:17][C:13]=4[N:14]=[CH:15][CH:16]=3)=[O:10])=[N:4][CH:5]=[C:6]([Cl:8])[CH:7]=2)(=[O:29])=[O:28])=[CH:23][C:22]=1[CH:31]([CH3:33])[CH3:32]. The catalyst class is: 228.